From a dataset of Catalyst prediction with 721,799 reactions and 888 catalyst types from USPTO. Predict which catalyst facilitates the given reaction. (1) Reactant: [N:1]([CH2:4][C:5]1[CH:10]=[CH:9][C:8]([O:11][CH3:12])=[CH:7][CH:6]=1)=[N+:2]=[N-:3].[Cl:13][C:14]1[CH:22]=[C:21]([Cl:23])[CH:20]=[CH:19][C:15]=1[CH2:16][C:17]#[N:18].C[O-].[Na+]. Product: [Cl:13][C:14]1[CH:22]=[C:21]([Cl:23])[CH:20]=[CH:19][C:15]=1[C:16]1[N:3]=[N:2][N:1]([CH2:4][C:5]2[CH:10]=[CH:9][C:8]([O:11][CH3:12])=[CH:7][CH:6]=2)[C:17]=1[NH2:18]. The catalyst class is: 8. (2) Reactant: [CH3:1][O:2][CH:3]1[CH2:8][CH2:7][CH:6]([C:9](O)=[O:10])[CH2:5][CH2:4]1. Product: [CH3:1][O:2][CH:3]1[CH2:8][CH2:7][CH:6]([CH2:9][OH:10])[CH2:5][CH2:4]1. The catalyst class is: 7. (3) Reactant: [B-](F)(F)(F)[F:2].N#[O+].[CH3:8][N:9]1[C:13]([C:14]([F:17])([F:16])[F:15])=[CH:12][C:11]([O:18][C:19]2[CH:20]=[C:21]([CH:23]=[C:24]([O:26][C:27]3[CH:32]=[CH:31][CH:30]=[C:29]([C:33]([F:36])([F:35])[F:34])[CH:28]=3)[CH:25]=2)N)=[N:10]1.O. Product: [CH3:8][N:9]1[C:13]([C:14]([F:15])([F:16])[F:17])=[CH:12][C:11]([O:18][C:19]2[CH:20]=[C:21]([F:2])[CH:23]=[C:24]([O:26][C:27]3[CH:32]=[CH:31][CH:30]=[C:29]([C:33]([F:36])([F:34])[F:35])[CH:28]=3)[CH:25]=2)=[N:10]1. The catalyst class is: 159. (4) Reactant: [F:1][C:2]([F:9])([F:8])[S:3]([O:6]C)(=[O:5])=[O:4].[N:10]1([S:15]([N:18]2[CH2:23][CH2:22][O:21][CH2:20][CH2:19]2)(=[O:17])=[O:16])[CH:14]=[CH:13][N:12]=[CH:11]1. Product: [F:1][C:2]([F:9])([F:8])[S:3]([O-:6])(=[O:5])=[O:4].[CH3:2][N+:12]1[CH:13]=[CH:14][N:10]([S:15]([N:18]2[CH2:19][CH2:20][O:21][CH2:22][CH2:23]2)(=[O:16])=[O:17])[CH:11]=1. The catalyst class is: 4. (5) Reactant: [Cl:1][C:2]1[CH:3]=[C:4]([CH:16]=[CH:17][C:18]=1[Cl:19])[O:5][CH:6]1[CH2:11][C:10]([CH3:13])([CH3:12])[NH:9][C:8]([CH3:15])([CH3:14])[CH2:7]1.C(=O)([O-])[O-].[K+].[K+].[C:26]([CH2:28]OS(C1C=CC=CC=1)(=O)=O)#[N:27].CS(C)=O. Product: [ClH:1].[Cl:1][C:2]1[CH:3]=[C:4]([CH:16]=[CH:17][C:18]=1[Cl:19])[O:5][CH:6]1[CH2:11][C:10]([CH3:12])([CH3:13])[N:9]([CH2:28][C:26]#[N:27])[C:8]([CH3:14])([CH3:15])[CH2:7]1. The catalyst class is: 6. (6) Reactant: [NH2:1][CH2:2][C@H:3]1[CH2:6][C@H:5]([N:7]2[C:11]3[N:12]=[CH:13][N:14]=[C:15]([NH2:16])[C:10]=3[C:9]([C:17]3[CH:22]=[CH:21][CH:20]=[C:19]([O:23][CH2:24][C:25]4[CH:30]=[CH:29][CH:28]=[CH:27][CH:26]=4)[CH:18]=3)=[CH:8]2)[CH2:4]1.Cl[C:32]([O:34][CH3:35])=[O:33].C(N(CC)CC)C. Product: [CH3:35][O:34][C:32](=[O:33])[NH:1][CH2:2][C@H:3]1[CH2:4][C@H:5]([N:7]2[C:11]3[N:12]=[CH:13][N:14]=[C:15]([NH2:16])[C:10]=3[C:9]([C:17]3[CH:22]=[CH:21][CH:20]=[C:19]([O:23][CH2:24][C:25]4[CH:30]=[CH:29][CH:28]=[CH:27][CH:26]=4)[CH:18]=3)=[CH:8]2)[CH2:6]1. The catalyst class is: 4. (7) Reactant: [NH2:1][C:2]1[CH:7]=[C:6](Cl)[N:5]=[C:4]([C:9]([O:11][CH3:12])=[O:10])[C:3]=1[Cl:13].[F:14][C:15]1[C:20]([O:21][CH3:22])=[C:19]([CH3:23])[CH:18]=[CH:17][C:16]=1B(O)O.[F-].[Cs+]. Product: [NH2:1][C:2]1[CH:7]=[C:6]([C:16]2[CH:17]=[CH:18][C:19]([CH3:23])=[C:20]([O:21][CH3:22])[C:15]=2[F:14])[N:5]=[C:4]([C:9]([O:11][CH3:12])=[O:10])[C:3]=1[Cl:13]. The catalyst class is: 762.